From a dataset of Full USPTO retrosynthesis dataset with 1.9M reactions from patents (1976-2016). Predict the reactants needed to synthesize the given product. (1) Given the product [Cl:1][C:2]1[CH:3]=[C:4]([C:8]2[O:12][N:11]=[C:10]([C@H:13]([O:15][C:16]3[N:20]([CH3:21])[C:19]([C:22]4[CH:27]=[CH:26][C:25]([C:41]([O:32][CH3:31])=[O:42])=[CH:24][CH:23]=4)=[N:18][N:17]=3)[CH3:14])[N:9]=2)[CH:5]=[CH:6][CH:7]=1, predict the reactants needed to synthesize it. The reactants are: [Cl:1][C:2]1[CH:3]=[C:4]([C:8]2[O:12][N:11]=[C:10]([C@H:13]([O:15][C:16]3[N:20]([CH3:21])[C:19]([C:22]4[CH:27]=[CH:26][C:25](I)=[CH:24][CH:23]=4)=[N:18][N:17]=3)[CH3:14])[N:9]=2)[CH:5]=[CH:6][CH:7]=1.CN(C)[CH:31]=[O:32].C(N(CC)CC)C.[CH3:41][OH:42]. (2) Given the product [CH2:13]([CH:20]1[CH2:25][CH2:24][N:23]([CH2:2][C:3]2[S:7][C:6]([NH:8][C:9](=[O:11])[CH3:10])=[N:5][CH:4]=2)[CH2:22][CH:21]1[CH3:26])[C:14]1[CH:19]=[CH:18][CH:17]=[CH:16][CH:15]=1, predict the reactants needed to synthesize it. The reactants are: Cl[CH2:2][C:3]1[S:7][C:6]([NH:8][C:9](=[O:11])[CH3:10])=[N:5][CH:4]=1.Cl.[CH2:13]([CH:20]1[CH2:25][CH2:24][NH:23][CH2:22][CH:21]1[CH3:26])[C:14]1[CH:19]=[CH:18][CH:17]=[CH:16][CH:15]=1.CCN(C(C)C)C(C)C. (3) Given the product [Cl:1][C:2]1[CH:7]=[CH:6][N:5]=[C:4]([C:8]([NH:25][C:23]2[CH:22]=[CH:21][CH:20]=[C:19]([C:18]3[N:14]([CH:11]4[CH2:13][CH2:12]4)[CH:15]=[N:16][CH:17]=3)[N:24]=2)=[O:10])[CH:3]=1, predict the reactants needed to synthesize it. The reactants are: [Cl:1][C:2]1[CH:7]=[CH:6][N:5]=[C:4]([C:8]([OH:10])=O)[CH:3]=1.[CH:11]1([N:14]2[C:18]([C:19]3[N:24]=[C:23]([NH2:25])[CH:22]=[CH:21][CH:20]=3)=[CH:17][N:16]=[CH:15]2)[CH2:13][CH2:12]1.F[P-](F)(F)(F)(F)F.N1(OC(N(C)C)=[N+](C)C)C2N=CC=CC=2N=N1.CN1CCOCC1. (4) Given the product [Cl:13][C:14]1[CH:15]=[CH:16][C:17]2[C:18](=[C:20]3[CH:32]=[C:31]([O:33][CH3:34])[CH:30]=[CH:29][C:21]3=[C:22]([OH:23])[CH:35]=2)[N:19]=1, predict the reactants needed to synthesize it. The reactants are: C([Li])CCC.C(NC(C)C)(C)C.[Cl:13][C:14]1[N:19]=[C:18]([C:20]2[CH:32]=[C:31]([O:33][CH3:34])[CH:30]=[CH:29][C:21]=2[C:22](N(CC)CC)=[O:23])[C:17]([CH3:35])=[CH:16][CH:15]=1.C[Si]([N-][Si](C)(C)C)(C)C.[K+].